This data is from Reaction yield outcomes from USPTO patents with 853,638 reactions. The task is: Predict the reaction yield, written as a fraction of the theoretical maximum amount of product (1.0 means a 100% yield; for example, 0.34 means a 34% yield). (1) The reactants are [C:1]1([C:7](=[CH:11][C:12]2[CH:17]=[CH:16][C:15]([OH:18])=[C:14]([O:19][CH3:20])[CH:13]=2)C(O)=O)[CH:6]=[CH:5][CH:4]=[CH:3][CH:2]=1.C([O-])(O)=O.[Na+]. No catalyst specified. The product is [OH:18][C:15]1[CH:16]=[CH:17][C:12]([CH:11]=[CH:7][C:1]2[CH:2]=[CH:3][CH:4]=[CH:5][CH:6]=2)=[CH:13][C:14]=1[O:19][CH3:20]. The yield is 0.720. (2) The reactants are [CH2:1]([C:5]1[N:10]2[N:11]=[CH:12][N:13]=[C:9]2[N:8]([CH:14]2[CH2:19][CH2:18][CH:17]([OH:20])[CH2:16][CH2:15]2)[C:7](=[O:21])[C:6]=1[CH2:22][C:23]1[CH:28]=[CH:27][C:26]([C:29]2[C:30]([C:35]#[N:36])=[CH:31][CH:32]=[CH:33][CH:34]=2)=[CH:25][CH:24]=1)[CH2:2][CH2:3][CH3:4].[N+](=CC(OCC)=[O:41])=[N-].[C:45]1([CH3:51])[CH:50]=CC=C[CH:46]=1. The catalyst is C([O-])(=O)C.[Rh+]. The product is [CH2:1]([C:5]1[N:10]2[N:11]=[CH:12][N:13]=[C:9]2[N:8]([C@H:14]2[CH2:19][CH2:18][C@H:17]([O:20][CH2:46][C:45]([OH:41])([CH3:51])[CH3:50])[CH2:16][CH2:15]2)[C:7](=[O:21])[C:6]=1[CH2:22][C:23]1[CH:28]=[CH:27][C:26]([C:29]2[C:30]([C:35]#[N:36])=[CH:31][CH:32]=[CH:33][CH:34]=2)=[CH:25][CH:24]=1)[CH2:2][CH2:3][CH3:4]. The yield is 0.310. (3) The reactants are [F:1][C:2]([F:16])(OC1C=C(C=CC=1)C(O)=O)[CH:3]([F:5])[F:4].C([N:19]([CH2:22]C)CC)C.[C:32]1(P(N=[N+]=[N-])([C:32]2[CH:37]=[CH:36][CH:35]=[CH:34][CH:33]=2)=O)[CH:37]=[CH:36][CH:35]=[CH:34][CH:33]=1.[C:41]1([C:47]2[N:51]=[C:50]([N:52]3[CH2:57][CH2:56][NH:55][CH2:54][CH2:53]3)[S:49][N:48]=2)[CH:46]=[CH:45][CH:44]=[CH:43][CH:42]=1.[OH2:58]. The catalyst is C1(C)C=CC=CC=1. The product is [C:41]1([C:47]2[N:51]=[C:50]([N:52]3[CH2:57][CH2:56][N:55]([C:22]([NH:19][C:32]4[CH:33]=[CH:34][CH:35]=[C:36]([C:2]([F:1])([F:16])[CH:3]([F:4])[F:5])[CH:37]=4)=[O:58])[CH2:54][CH2:53]3)[S:49][N:48]=2)[CH:42]=[CH:43][CH:44]=[CH:45][CH:46]=1. The yield is 0.312. (4) The reactants are [C:1]1([C:25]#[C:26][CH2:27][CH2:28][CH2:29][OH:30])[CH:6]=[C:5]([C:7]#[C:8][CH2:9][CH2:10][CH2:11][OH:12])[C:4]([C:13]#[C:14][CH2:15][CH2:16][CH2:17][OH:18])=[CH:3][C:2]=1[C:19]#[C:20][CH2:21][CH2:22][CH2:23][OH:24]. The catalyst is CO.[Pd]. The product is [C:5]1([CH2:7][CH2:8][CH2:9][CH2:10][CH2:11][OH:12])[CH:6]=[C:1]([CH2:25][CH2:26][CH2:27][CH2:28][CH2:29][OH:30])[C:2]([CH2:19][CH2:20][CH2:21][CH2:22][CH2:23][OH:24])=[CH:3][C:4]=1[CH2:13][CH2:14][CH2:15][CH2:16][CH2:17][OH:18]. The yield is 0.950. (5) The reactants are [C:1]([O:5][C:6](=[O:15])[CH2:7]/[N:8]=[CH:9]/[CH2:10][C:11]([CH3:14])([CH3:13])[CH3:12])([CH3:4])([CH3:3])[CH3:2].[C:16]([Si:20]([CH3:45])([CH3:44])[O:21][CH2:22][CH2:23][O:24][C:25]1[CH:30]=[CH:29][C:28]([Cl:31])=[CH:27][C:26]=1/[CH:32]=[C:33](/[C:36]1[CH:41]=[CH:40][C:39]([Cl:42])=[CH:38][C:37]=1[F:43])\[C:34]#[N:35])([CH3:19])([CH3:18])[CH3:17].C(N(CC)CC)C. The catalyst is ClCCl. The product is [C:1]([O:5][C:6]([CH:7]1[CH:32]([C:26]2[CH:27]=[C:28]([Cl:31])[CH:29]=[CH:30][C:25]=2[O:24][CH2:23][CH2:22][O:21][Si:20]([C:16]([CH3:19])([CH3:18])[CH3:17])([CH3:45])[CH3:44])[C:33]([C:36]2[CH:41]=[CH:40][C:39]([Cl:42])=[CH:38][C:37]=2[F:43])([C:34]#[N:35])[CH:9]([CH2:10][C:11]([CH3:14])([CH3:13])[CH3:12])[NH:8]1)=[O:15])([CH3:4])([CH3:3])[CH3:2]. The yield is 0.180. (6) The reactants are [C:1]([OH:8])(=[O:7])/[CH:2]=[CH:3]\[C:4]([OH:6])=[O:5].[Br:9][C:10]1[CH:28]=[N:27][C:13]2[N:14]=[C:15]([N:21]3[CH2:24][CH:23]([NH:25][CH3:26])[CH2:22]3)[C:16]3[N:17]([CH:18]=[N:19][N:20]=3)[C:12]=2[CH:11]=1. The catalyst is C(O)C. The product is [C:1]([OH:8])(=[O:7])/[CH:2]=[CH:3]\[C:4]([OH:6])=[O:5].[Br:9][C:10]1[CH:28]=[N:27][C:13]2[N:14]=[C:15]([N:21]3[CH2:24][CH:23]([NH:25][CH3:26])[CH2:22]3)[C:16]3[N:17]([CH:18]=[N:19][N:20]=3)[C:12]=2[CH:11]=1. The yield is 0.900.